This data is from Catalyst prediction with 721,799 reactions and 888 catalyst types from USPTO. The task is: Predict which catalyst facilitates the given reaction. (1) Reactant: [OH:1][C:2]1[C:9]([O:10][CH3:11])=[CH:8][C:5]([C:6]#[N:7])=[C:4]([CH2:12][C:13]2[CH:18]=[CH:17][C:16](COC3CCCCO3)=[CH:15][CH:14]=2)[C:3]=1[C:27]#[N:28].C[C:30](C)=[O:31].[OH:33]S(O)(=O)=O.O=[Cr](=O)=O.C(O)(C)C. Product: [C:27]([C:3]1[C:2]([OH:1])=[C:9]([O:10][CH3:11])[CH:8]=[C:5]([C:6]#[N:7])[C:4]=1[CH2:12][C:13]1[CH:14]=[CH:15][C:16]([C:30]([OH:31])=[O:33])=[CH:17][CH:18]=1)#[N:28]. The catalyst class is: 21. (2) Reactant: [CH3:1][NH2:2].[Br:3][C:4]1[CH:9]=[C:8](Br)[C:7]([N+:11]([O-:13])=[O:12])=[CH:6][N:5]=1.[Cl-].[Na+]. Product: [Br:3][C:4]1[CH:9]=[C:8]([NH:2][CH3:1])[C:7]([N+:11]([O-:13])=[O:12])=[CH:6][N:5]=1. The catalyst class is: 1. (3) Reactant: [OH:1][C:2]1[CH:15]=[CH:14][C:5]([C:6]([C:8]2[CH:13]=[CH:12][CH:11]=[CH:10][CH:9]=2)=[O:7])=[CH:4][CH:3]=1.C(=O)([O-])[O-].[K+].[K+].[CH3:22][C:23]([CH3:25])=O.C(Br)C=C. Product: [CH2:25]([O:1][C:2]1[CH:3]=[CH:4][C:5]([C:6]([C:8]2[CH:13]=[CH:12][CH:11]=[CH:10][CH:9]=2)=[O:7])=[CH:14][CH:15]=1)[CH:23]=[CH2:22]. The catalyst class is: 6. (4) Reactant: C([O:3][C:4]([C:6]1[C:7]([O:24][CH2:25][CH2:26][OH:27])=[C:8]2[C:12](=[CH:13][CH:14]=1)[NH:11][N:10]=[C:9]2/[CH:15]=[CH:16]/[C:17]1[CH:22]=[CH:21][C:20]([F:23])=[CH:19][CH:18]=1)=[O:5])C.C(O)C.[OH-].[Na+].Cl. Product: [F:23][C:20]1[CH:21]=[CH:22][C:17](/[CH:16]=[CH:15]/[C:9]2[C:8]3[C:12](=[CH:13][CH:14]=[C:6]([C:4]([OH:5])=[O:3])[C:7]=3[O:24][CH2:25][CH2:26][OH:27])[NH:11][N:10]=2)=[CH:18][CH:19]=1. The catalyst class is: 7. (5) Product: [CH2:23]([S:28][C:29]1[CH:34]=[CH:33][NH:32][C:31](=[S:10])[C:30]=1[CH3:36])[CH2:24][CH2:25][CH2:26][CH3:27]. Reactant: COC1C=CC(P2(SP(C3C=CC(OC)=CC=3)(=S)S2)=[S:10])=CC=1.[CH2:23]([S:28][C:29]1[CH:34]=[CH:33][NH:32][C:31](=O)[C:30]=1[CH3:36])[CH2:24][CH2:25][CH2:26][CH3:27]. The catalyst class is: 11. (6) Reactant: [O:1]1[CH2:5][CH2:4][O:3][CH:2]1[C:6]1[S:7][CH:8]=[CH:9][N:10]=1.CCCCCC.C([Li])CCC.[CH3:22][O:23][CH:24]([O:28][CH3:29])[C:25](=[O:27])[CH3:26].C(O)(=O)CC(CC(O)=O)(C(O)=O)O. Product: [O:1]1[CH2:5][CH2:4][O:3][CH:2]1[C:6]1[S:7][C:8]([C:25]([OH:27])([CH3:26])[CH:24]([O:28][CH3:29])[O:23][CH3:22])=[CH:9][N:10]=1. The catalyst class is: 7. (7) Reactant: [CH2:1]([CH:8]1[CH2:13][CH2:12][N:11]([C:14](=[O:18])[C:15]([OH:17])=O)[CH2:10][CH2:9]1)[C:2]1[CH:7]=[CH:6][CH:5]=[CH:4][CH:3]=1.[NH2:19][C:20]1[CH:21]=[C:22]2[C:26](=[CH:27][CH:28]=1)[NH:25][C:24](=[O:29])[CH2:23]2. Product: [CH2:1]([CH:8]1[CH2:9][CH2:10][N:11]([C:14](=[O:18])[C:15]([NH:19][C:20]2[CH:21]=[C:22]3[C:26](=[CH:27][CH:28]=2)[NH:25][C:24](=[O:29])[CH2:23]3)=[O:17])[CH2:12][CH2:13]1)[C:2]1[CH:3]=[CH:4][CH:5]=[CH:6][CH:7]=1. The catalyst class is: 6. (8) Reactant: [Li]CCCC.CCCCCC.Br[C:13]1[CH:14]=[C:15]([CH:18]2[O:22][CH2:21][CH2:20][O:19]2)[S:16][CH:17]=1.[CH:23]1([C:26]([C:28]2[CH:33]=[CH:32][CH:31]=[C:30]([Cl:34])[CH:29]=2)=[O:27])[CH2:25][CH2:24]1. Product: [Cl:34][C:30]1[CH:29]=[C:28]([C:26]([CH:23]2[CH2:24][CH2:25]2)([C:13]2[CH:14]=[C:15]([CH:18]3[O:22][CH2:21][CH2:20][O:19]3)[S:16][CH:17]=2)[OH:27])[CH:33]=[CH:32][CH:31]=1. The catalyst class is: 1. (9) Reactant: Br[C:2]1[C:3]([CH3:17])=[CH:4][C:5]([N:8]2[CH2:13][CH2:12][N:11]([CH:14]([CH3:16])[CH3:15])[CH2:10][CH2:9]2)=[N:6][CH:7]=1.[C:18]([NH:21][C:22]1[CH:23]=[C:24](B(O)O)[CH:25]=[CH:26][CH:27]=1)(=[O:20])[CH3:19]. Product: [CH:14]([N:11]1[CH2:12][CH2:13][N:8]([C:5]2[N:6]=[CH:7][C:2]([C:26]3[CH:27]=[C:22]([NH:21][C:18](=[O:20])[CH3:19])[CH:23]=[CH:24][CH:25]=3)=[C:3]([CH3:17])[CH:4]=2)[CH2:9][CH2:10]1)([CH3:16])[CH3:15]. The catalyst class is: 70.